From a dataset of Experimentally validated miRNA-target interactions with 360,000+ pairs, plus equal number of negative samples. Binary Classification. Given a miRNA mature sequence and a target amino acid sequence, predict their likelihood of interaction. (1) The miRNA is hsa-miR-371a-3p with sequence AAGUGCCGCCAUCUUUUGAGUGU. The protein sequence of the target gene is MAASTASHRPIKGILKNKTSAASPPVVPSAEQPRPIVEEELSKKSQKWDEMNILATYHPADKDYGLMKIDEPNTPYHNMIGDDEDAYSDSEGNEVMTPDILAKKLAAAEGSEPKYRTREQESSGEEDNDLSPEEREKKRQFEMKRKLHYNEGLNIKLARQLISKDLHDDDEDEEMAETADGDSMNVEESSQGSTTSDHLQHKSQSS. Result: 0 (no interaction). (2) The miRNA is hsa-let-7a-5p with sequence UGAGGUAGUAGGUUGUAUAGUU. The protein sequence of the target gene is MEAWRCVRKGYGHCVVGRGRYPMFPHHSRSLGRDWTTPWENLQRCCWNRHISSCMRWPGHYSRAPYPYFSSRHFSLNWRPPCLFESRTQFQYCNWRPDNLSQTSLIHLSSYVMNAEGDEPSSKRRKHQGVIKRNWEYICSHDKEKTKILGDKNVDPKCEDSENKFDFSVMSYNILSQDLLEDNSHLYRHCRRPVLHWSFRFPNILKEIKHFDADVLCLQEVQEDHYGAEIRPSLESLGYHCEYKMRTGRKPDGCAICFKHSKFSLLSVNPVEFFRPDISLLDRDNVGLVLLLQPKIPYAA.... Result: 1 (interaction). (3) Result: 0 (no interaction). The miRNA is hsa-miR-885-3p with sequence AGGCAGCGGGGUGUAGUGGAUA. The protein sequence of the target gene is MSVVGIDLGFQSCYVAVARAGGIETIANEYSDRCTPACVSFGPKNRSVGAAAKSQVISNAKNTVQGFKRFHGRAFSDPFVEAEKSNLAYDIVQLPTGLTGIKVTYMEEERNFTTEQVTAMLLSKLKETAESVLKKPVVDCVVSVPSFYTDAERRSVMDATQIAGLNCLRLMNETTAVALAYGIYKQDLPALEEKPRNVVFVDMGHSAYQVSVCAFNRGKLKVLATAFDTTLGGRKFDEVLVNHFCEEFGKKYKLDIKSKVRALLRLSQECEKLKKLMSANASDLPLSIECFMNDIDVSGT.... (4) The miRNA is hsa-miR-320c with sequence AAAAGCUGGGUUGAGAGGGU. The protein sequence of the target gene is MDVFQEGLAMVVQDPLLCDLPIQVTLEEVNSQIALEYGQAMTVRVCKMDGEVMPVVVVQSATVLDLKKAIQRYVQLKQEREGGIQHISWSYVWRTYHLTSAGEKLTEDRKKLRDYGIRNRDEVSFIKKLRQK. Result: 0 (no interaction). (5) The miRNA is hsa-miR-335-5p with sequence UCAAGAGCAAUAACGAAAAAUGU. The protein sequence of the target gene is MEPAVSLAVCALLFLLWVRLKGLEFVLIHQRWVFVCLFLLPLSLIFDIYYYVRAWVVFKLSSAPRLHEQRVRDIQKQVREWKEQGSKTFMCTGRPGWLTVSLRVGKYKKTHKNIMINLMDILEVDTKKQIVRVEPLVTMGQVTALLTSIGWTLPVLPELDDLTVGGLIMGTGIESSSHKYGLFQHICTAYELVLADGSFVRCTPSENSDLFYAVPWSCGTLGFLVAAEIRIIPAKKYVKLRFEPVRGLEAICAKFTHESQRQENHFVEGLLYSLDEAVIMTGVMTDEAEPSKLNSIGNYY.... Result: 1 (interaction). (6) The miRNA is hsa-miR-106b-5p with sequence UAAAGUGCUGACAGUGCAGAU. Result: 1 (interaction). The protein sequence of the target gene is MRRGGWRKRAENDGWETWGGYMAAKVQKLEEQFRSDAAMQKDGTSSTIFSGVAIYVNGYTDPSAEELRKLMMLHGGQYHVYYSRSKTTHIIATNLPNAKIKELKGEKVIRPEWIVESIKAGRLLSYIPYQLYTKQSSVQKGLSFNPVCRPEDPLPGPSNIAKQLNNRVNHIVKKIETENEVKVNGMNSWNEEDENNDFSFVDLEQTSPGRKQNGIPHPRGSTAIFNGHTPSSNGALKTQDCLVPMVNSVASRLSPAFSQEEDKAEKSSTDFRDCTLQQLQQSTRNTDALRNPHRTNSFSL.... (7) The miRNA is hsa-miR-654-3p with sequence UAUGUCUGCUGACCAUCACCUU. The protein sequence of the target gene is MADSERLSAPGCWAACTNFSRTRKGILLFAEIILCLVILICFSASTPGYSSLSVIEMILAAIFFVVYMCDLHTKIPFINWPWSDFFRTLIAAILYLITSIVVLVERGNHSKIVAGVLGLIATCLFGYDAYVTFPVRQPRHTAAPTDPADGPV. Result: 0 (no interaction). (8) The miRNA is hsa-miR-6507-3p with sequence CAAAGUCCUUCCUAUUUUUCCC. The protein sequence of the target gene is MLKCVMSGSQVKVFGKAVQALSRISDEFWLDPSKKGLALRCVNSSRSAYGCVLFSPVFFQHYQWSALVKMSENELDTTLHLKCKLGMKSILPIFRCLNSLERNIEKCRIFTRSDKCKVVIQFFYRHGIKRTHNICFQESQPLQVIFDKNVCTNTLMIQPRLLADAIVLFTSSQEEVTLAVTPLNFCLKSSNEESMDLSNAVHSEMFVGSDEFDFFQIGMDTEITFCFKELKGILTFSEATHAPISIYFDFPGKPLALSIDDMLVEANFILATLADEQSRASSPQSLCLSQKRKRSDLIEK.... Result: 0 (no interaction). (9) The miRNA is hsa-miR-6748-3p with sequence UCCUGUCCCUGUCUCCUACAG. The protein sequence of the target gene is MDTKHFLPLDFSTQVNSSLTSPTGRGSMAAPSLHPSLGPGIGSPGQLHSPISTLSSPINGMGPPFSVISSPMGPHSMSVPTTPTLGFSTGSPQLSSPMNPVSSSEDIKPPLGLNGVLKVPAHPSGNMASFTKHICAICGDRSSGKHYGVYSCEGCKGFFKRTVRKDLTYTCRDNKDCLIDKRQRNRCQYCRYQKCLAMGMKREAVQEERQRGKDRNENEVESTSSANEDMPVERILEAELAVEPKTETYVEANMGLNPSSPNDPVTNICQAADKQLFTLVEWAKRIPHFSELPLDDQVIL.... Result: 0 (no interaction).